Dataset: Peptide-MHC class I binding affinity with 185,985 pairs from IEDB/IMGT. Task: Regression. Given a peptide amino acid sequence and an MHC pseudo amino acid sequence, predict their binding affinity value. This is MHC class I binding data. The peptide sequence is VSPLAVTWW. The MHC is HLA-B08:01 with pseudo-sequence HLA-B08:01. The binding affinity (normalized) is 0.0847.